From a dataset of Reaction yield outcomes from USPTO patents with 853,638 reactions. Predict the reaction yield, written as a fraction of the theoretical maximum amount of product (1.0 means a 100% yield; for example, 0.34 means a 34% yield). (1) The catalyst is C(O)CO. The product is [Br:1][C:2]1[CH:11]=[CH:10][C:9]([NH2:8])=[C:4]([C:5]2[NH:6][N:13]=[CH:14][N:15]=2)[CH:3]=1. The yield is 0.870. The reactants are [Br:1][C:2]1[CH:11]=[CH:10][C:9]2[NH:8]C(=O)[N:6]3[N:13]=[CH:14][N:15]=[C:5]3[C:4]=2[CH:3]=1.[OH-].[Na+]. (2) The reactants are Cl[C:2]1[CH:7]=[C:6]([C:8]2[CH:13]=[CH:12][C:11]([O:14][CH:15]([F:17])[F:16])=[CH:10][CH:9]=2)[C:5]([F:18])=[CH:4][N:3]=1.[CH3:19][N:20](C)C=O. The catalyst is O.[C-]#N.[C-]#N.[Zn+2].C1C=CC(P(C2C=CC=CC=2)[C-]2C=CC=C2)=CC=1.C1C=CC(P(C2C=CC=CC=2)[C-]2C=CC=C2)=CC=1.[Fe+2]. The product is [F:16][CH:15]([F:17])[O:14][C:11]1[CH:12]=[CH:13][C:8]([C:6]2[C:5]([F:18])=[CH:4][N:3]=[C:2]([C:19]#[N:20])[CH:7]=2)=[CH:9][CH:10]=1. The yield is 0.920. (3) The reactants are [NH2:1][C:2]1[C:3]([O:31][CH3:32])=[C:4]([C:26]([O:29][CH3:30])=[CH:27][CH:28]=1)[C:5]([NH:7][C:8]1[C:13]([CH3:14])=[CH:12][C:11]([C:15]([F:24])([C:20]([F:23])([F:22])[F:21])[C:16]([F:19])([F:18])[F:17])=[CH:10][C:9]=1[CH3:25])=[O:6].C(N(CC)CC)C.[F:40][C:41]1[CH:49]=[CH:48][C:44]([C:45](Cl)=[O:46])=[CH:43][CH:42]=1. The catalyst is ClCCl. The product is [CH3:14][C:13]1[CH:12]=[C:11]([C:15]([F:24])([C:20]([F:21])([F:22])[F:23])[C:16]([F:19])([F:18])[F:17])[CH:10]=[C:9]([CH3:25])[C:8]=1[NH:7][C:5](=[O:6])[C:4]1[C:26]([O:29][CH3:30])=[CH:27][CH:28]=[C:2]([NH:1][C:45](=[O:46])[C:44]2[CH:48]=[CH:49][C:41]([F:40])=[CH:42][CH:43]=2)[C:3]=1[O:31][CH3:32]. The yield is 0.560. (4) The reactants are [C:1]([O:5][C:6](=[O:15])[CH2:7]/[N:8]=[CH:9]/[CH2:10][C:11]([CH3:14])([CH3:13])[CH3:12])([CH3:4])([CH3:3])[CH3:2].[Cl:16][C:17]1[C:18]([F:35])=[C:19](/[CH:23]=[C:24](/[C:27]2[CH:32]=[CH:31][C:30]([Cl:33])=[CH:29][C:28]=2[F:34])\[C:25]#[N:26])[CH:20]=[CH:21][CH:22]=1.C(N(CC)CC)C. The catalyst is ClCCl. The product is [C:1]([O:5][C:6]([CH:7]1[CH:23]([C:19]2[CH:20]=[CH:21][CH:22]=[C:17]([Cl:16])[C:18]=2[F:35])[C:24]([C:27]2[CH:32]=[CH:31][C:30]([Cl:33])=[CH:29][C:28]=2[F:34])([C:25]#[N:26])[CH:9]([CH2:10][C:11]([CH3:14])([CH3:13])[CH3:12])[NH:8]1)=[O:15])([CH3:4])([CH3:3])[CH3:2]. The yield is 0.640. (5) The reactants are Cl[C:2]1[N:3]=[C:4]([N:17]2[CH2:22][CH2:21][O:20][CH2:19][CH2:18]2)[C:5]2[S:6][C:7]3[C:8]([CH3:16])([CH3:15])[O:9][CH2:10][CH2:11][C:12]=3[C:13]=2[N:14]=1.C(#N)C.C(=O)([O-])[O-].[Na+].[Na+].O.CC1(C)C(C)(C)OC([C:41]2[CH:42]=[N:43][C:44]([NH2:47])=[N:45][CH:46]=2)O1. The catalyst is CC(P(C(C)(C)C)C1C=CC(N(C)C)=CC=1)(C)C.CC(P(C(C)(C)C)C1C=CC(N(C)C)=CC=1)(C)C.Cl[Pd]Cl. The product is [CH3:15][C:8]1([CH3:16])[C:7]2[S:6][C:5]3[C:4]([N:17]4[CH2:22][CH2:21][O:20][CH2:19][CH2:18]4)=[N:3][C:2]([C:41]4[CH:42]=[N:43][C:44]([NH2:47])=[N:45][CH:46]=4)=[N:14][C:13]=3[C:12]=2[CH2:11][CH2:10][O:9]1. The yield is 0.200. (6) The reactants are Cl[C:2]1[N:3]=[CH:4][C:5]2[N:11]([CH3:12])[C:10](=[O:13])[C:9]([CH3:15])([CH3:14])[CH2:8][N:7]([CH:16]3[CH2:20][CH2:19][CH2:18][CH2:17]3)[C:6]=2[N:21]=1.[SH:22][C:23]1[CH:31]=[CH:30][C:26]([C:27]([OH:29])=[O:28])=[CH:25][CH:24]=1. The yield is 0.270. The product is [CH:16]1([N:7]2[CH2:8][C:9]([CH3:15])([CH3:14])[C:10](=[O:13])[N:11]([CH3:12])[C:5]3[CH:4]=[N:3][C:2]([S:22][C:23]4[CH:31]=[CH:30][C:26]([C:27]([OH:29])=[O:28])=[CH:25][CH:24]=4)=[N:21][C:6]2=3)[CH2:20][CH2:19][CH2:18][CH2:17]1. The catalyst is C(#N)C.